Dataset: NCI-60 drug combinations with 297,098 pairs across 59 cell lines. Task: Regression. Given two drug SMILES strings and cell line genomic features, predict the synergy score measuring deviation from expected non-interaction effect. (1) Drug 1: CS(=O)(=O)C1=CC(=C(C=C1)C(=O)NC2=CC(=C(C=C2)Cl)C3=CC=CC=N3)Cl. Drug 2: CC1=C(C(CCC1)(C)C)C=CC(=CC=CC(=CC(=O)O)C)C. Cell line: LOX IMVI. Synergy scores: CSS=58.4, Synergy_ZIP=18.4, Synergy_Bliss=24.0, Synergy_Loewe=26.1, Synergy_HSA=26.1. (2) Drug 1: CC1C(C(CC(O1)OC2CC(CC3=C2C(=C4C(=C3O)C(=O)C5=C(C4=O)C(=CC=C5)OC)O)(C(=O)CO)O)N)O.Cl. Drug 2: N.N.Cl[Pt+2]Cl. Cell line: OVCAR3. Synergy scores: CSS=35.8, Synergy_ZIP=2.22, Synergy_Bliss=7.39, Synergy_Loewe=-3.68, Synergy_HSA=4.25. (3) Drug 1: CC1C(C(CC(O1)OC2CC(CC3=C2C(=C4C(=C3O)C(=O)C5=C(C4=O)C(=CC=C5)OC)O)(C(=O)C)O)N)O.Cl. Drug 2: CCC(=C(C1=CC=CC=C1)C2=CC=C(C=C2)OCCN(C)C)C3=CC=CC=C3.C(C(=O)O)C(CC(=O)O)(C(=O)O)O. Cell line: OVCAR-4. Synergy scores: CSS=13.0, Synergy_ZIP=-1.15, Synergy_Bliss=2.01, Synergy_Loewe=-2.38, Synergy_HSA=2.13. (4) Drug 1: CNC(=O)C1=CC=CC=C1SC2=CC3=C(C=C2)C(=NN3)C=CC4=CC=CC=N4. Drug 2: CC1OCC2C(O1)C(C(C(O2)OC3C4COC(=O)C4C(C5=CC6=C(C=C35)OCO6)C7=CC(=C(C(=C7)OC)O)OC)O)O. Cell line: HOP-62. Synergy scores: CSS=49.7, Synergy_ZIP=5.78, Synergy_Bliss=2.18, Synergy_Loewe=-3.92, Synergy_HSA=0.0886. (5) Drug 1: CC1=CC=C(C=C1)C2=CC(=NN2C3=CC=C(C=C3)S(=O)(=O)N)C(F)(F)F. Drug 2: C1CN1C2=NC(=NC(=N2)N3CC3)N4CC4. Cell line: HCC-2998. Synergy scores: CSS=21.9, Synergy_ZIP=1.21, Synergy_Bliss=3.67, Synergy_Loewe=-8.64, Synergy_HSA=-0.464. (6) Drug 1: C1CC(=O)NC(=O)C1N2C(=O)C3=CC=CC=C3C2=O. Drug 2: N.N.Cl[Pt+2]Cl. Cell line: SNB-75. Synergy scores: CSS=11.8, Synergy_ZIP=-5.99, Synergy_Bliss=2.38, Synergy_Loewe=-7.78, Synergy_HSA=1.52.